This data is from Full USPTO retrosynthesis dataset with 1.9M reactions from patents (1976-2016). The task is: Predict the reactants needed to synthesize the given product. (1) Given the product [C:24]([C:26]1[CH:27]=[CH:28][C:29]([N:32]2[C:36]([C:2]3[CH:3]=[C:4]([C:20]([NH:22][CH3:23])=[O:21])[C:5](=[O:19])[N:6]([C:9]4[CH:14]=[CH:13][CH:12]=[C:11]([C:15]([F:18])([F:17])[F:16])[CH:10]=4)[C:7]=3[CH3:8])=[CH:35][CH:34]=[N:33]2)=[CH:30][CH:31]=1)#[N:25], predict the reactants needed to synthesize it. The reactants are: I[C:2]1[CH:3]=[C:4]([C:20]([NH:22][CH3:23])=[O:21])[C:5](=[O:19])[N:6]([C:9]2[CH:14]=[CH:13][CH:12]=[C:11]([C:15]([F:18])([F:17])[F:16])[CH:10]=2)[C:7]=1[CH3:8].[C:24]([C:26]1[CH:31]=[CH:30][C:29]([N:32]2[C:36](B(O)O)=[CH:35][CH:34]=[N:33]2)=[CH:28][CH:27]=1)#[N:25]. (2) Given the product [Br:1][C:2]1[CH:3]=[C:4]([CH:9]2[CH2:14][CH:13]([S:34][C:30]3[CH:31]=[CH:32][CH:33]=[C:28]([C:27]([F:26])([F:35])[F:36])[CH:29]=3)[CH2:12][CH2:11][O:10]2)[CH:5]=[CH:6][C:7]=1[F:8], predict the reactants needed to synthesize it. The reactants are: [Br:1][C:2]1[CH:3]=[C:4]([CH:9]2[CH2:14][CH:13](OS(C)(=O)=O)[CH2:12][CH2:11][O:10]2)[CH:5]=[CH:6][C:7]=1[F:8].C([O-])([O-])=O.[K+].[K+].[F:26][C:27]([F:36])([F:35])[C:28]1[CH:29]=[C:30]([SH:34])[CH:31]=[CH:32][CH:33]=1. (3) Given the product [C:27]([C:26]1[CH:25]=[CH:24][C:23]([CH2:22][N:21]([C:18]2[CH:19]=[CH:20][C:15]([C:13]([N:10]3[CH2:11][CH2:12][N:7]([C:1]4[CH:6]=[CH:5][CH:4]=[CH:3][CH:2]=4)[CH2:8][CH2:9]3)=[O:14])=[CH:16][CH:17]=2)[S:37]([C:31]2[CH:36]=[CH:35][CH:34]=[CH:33][CH:32]=2)(=[O:39])=[O:38])=[CH:30][CH:29]=1)#[N:28], predict the reactants needed to synthesize it. The reactants are: [C:1]1([N:7]2[CH2:12][CH2:11][N:10]([C:13]([C:15]3[CH:20]=[CH:19][C:18]([NH:21][CH2:22][C:23]4[CH:30]=[CH:29][C:26]([C:27]#[N:28])=[CH:25][CH:24]=4)=[CH:17][CH:16]=3)=[O:14])[CH2:9][CH2:8]2)[CH:6]=[CH:5][CH:4]=[CH:3][CH:2]=1.[C:31]1([S:37](Cl)(=[O:39])=[O:38])[CH:36]=[CH:35][CH:34]=[CH:33][CH:32]=1.N1C=CC=CC=1. (4) The reactants are: [Br:1][C:2]1[CH:3]=[CH:4][CH:5]=[C:6]2[C:28]=1[C:9]1([CH2:14][CH2:13][N:12]([C:15]([O:17][CH:18]3[CH:25]4[CH2:26][CH:21]5[CH2:22][CH:23]([CH2:27][CH:19]3[CH2:20]5)[CH2:24]4)=[O:16])[CH2:11][CH2:10]1)[CH2:8][CH:7]2[CH2:29]C(O)=O.C1(P([N:47]=[N+]=[N-])(C2C=CC=CC=2)=O)C=CC=CC=1.[OH-].[Na+]. Given the product [NH2:47][CH2:29][CH:7]1[C:6]2[C:28](=[C:2]([Br:1])[CH:3]=[CH:4][CH:5]=2)[C:9]2([CH2:14][CH2:13][N:12]([C:15]([O:17][CH:18]3[CH:25]4[CH2:26][CH:21]5[CH2:22][CH:23]([CH2:27][CH:19]3[CH2:20]5)[CH2:24]4)=[O:16])[CH2:11][CH2:10]2)[CH2:8]1, predict the reactants needed to synthesize it. (5) The reactants are: [CH3:1][S:2][C:3]1[N:8]=[CH:7][N:6]=[C:5]([CH2:9][C:10]#[N:11])[CH:4]=1.ClC1C=C(C=CC=1)C(OO)=[O:17]. Given the product [CH3:1][S:2]([C:3]1[N:8]=[CH:7][N:6]=[C:5]([CH2:9][C:10]#[N:11])[CH:4]=1)=[O:17], predict the reactants needed to synthesize it. (6) Given the product [CH2:26]([P:25]([CH2:28][CH3:29])[C:8]1[N:7]([C:5]([N:4]([CH:1]([CH3:3])[CH3:2])[CH:16]([CH3:18])[CH3:17])=[O:6])[C:11]2[CH:12]=[CH:13][CH:14]=[CH:15][C:10]=2[N:9]=1)[CH3:27], predict the reactants needed to synthesize it. The reactants are: [CH:1]([N:4]([CH:16]([CH3:18])[CH3:17])[C:5]([N:7]1[C:11]2[CH:12]=[CH:13][CH:14]=[CH:15][C:10]=2[N:9]=[CH:8]1)=[O:6])([CH3:3])[CH3:2].[Li]CCCC.Cl[P:25]([CH2:28][CH3:29])[CH2:26][CH3:27].